This data is from NCI-60 drug combinations with 297,098 pairs across 59 cell lines. The task is: Regression. Given two drug SMILES strings and cell line genomic features, predict the synergy score measuring deviation from expected non-interaction effect. Drug 1: C1CC(C1)(C(=O)O)C(=O)O.[NH2-].[NH2-].[Pt+2]. Drug 2: CCN(CC)CCNC(=O)C1=C(NC(=C1C)C=C2C3=C(C=CC(=C3)F)NC2=O)C. Cell line: HT29. Synergy scores: CSS=43.8, Synergy_ZIP=8.41, Synergy_Bliss=9.85, Synergy_Loewe=0.420, Synergy_HSA=9.88.